This data is from Full USPTO retrosynthesis dataset with 1.9M reactions from patents (1976-2016). The task is: Predict the reactants needed to synthesize the given product. (1) Given the product [C:19]1([S:24]([N:13]2[C:14]3[C:2]([Br:1])=[CH:3][CH:4]=[CH:5][C:6]=3[C:7]3[C:12]2=[CH:11][CH:10]=[CH:9][CH:8]=3)(=[O:26])=[O:25])[CH:20]=[CH:21][CH:22]=[CH:23][CH:18]=1, predict the reactants needed to synthesize it. The reactants are: [Br:1][C:2]1[C:14]2[NH:13][C:12]3[C:7](=[CH:8][CH:9]=[CH:10][CH:11]=3)[C:6]=2[CH:5]=[CH:4][CH:3]=1.[H-].[Na+].I[C:18]1[CH:23]=[CH:22][CH:21]=[CH:20][C:19]=1[S:24](Cl)(=[O:26])=[O:25]. (2) The reactants are: [Br:1][C:2]1[CH:11]=[CH:10][C:5]([C:6](=O)[CH2:7]Br)=[CH:4][CH:3]=1.[CH:12]1([CH2:15][NH:16][C:17]([NH2:19])=[S:18])[CH2:14][CH2:13]1.C(=O)(O)[O-].[Na+]. Given the product [Br:1][C:2]1[CH:11]=[CH:10][C:5]([C:6]2[N:19]=[C:17]([NH:16][CH2:15][CH:12]3[CH2:14][CH2:13]3)[S:18][CH:7]=2)=[CH:4][CH:3]=1, predict the reactants needed to synthesize it. (3) Given the product [CH2:1]([N:3]1[C:7]2=[N:8][C:9]([CH2:45][CH3:46])=[C:10]([CH2:19][NH:20][C:21](=[O:44])[CH2:22][CH2:23][CH2:24][C:25]([NH:27][CH2:28][C:29]3[CH:30]=[C:31]([C:36]4[CH:41]=[CH:40][CH:39]=[C:38]([CH2:42][N:52]5[CH2:51][CH:50]([CH3:54])[NH:49][CH:48]([CH3:47])[CH2:53]5)[CH:37]=4)[C:32]([F:35])=[CH:33][CH:34]=3)=[O:26])[C:11]([NH:12][CH:13]3[CH2:14][CH2:15][O:16][CH2:17][CH2:18]3)=[C:6]2[CH:5]=[N:4]1)[CH3:2], predict the reactants needed to synthesize it. The reactants are: [CH2:1]([N:3]1[C:7]2=[N:8][C:9]([CH2:45][CH3:46])=[C:10]([CH2:19][NH:20][C:21](=[O:44])[CH2:22][CH2:23][CH2:24][C:25]([NH:27][CH2:28][C:29]3[CH:30]=[C:31]([C:36]4[CH:41]=[CH:40][CH:39]=[C:38]([CH:42]=O)[CH:37]=4)[C:32]([F:35])=[CH:33][CH:34]=3)=[O:26])[C:11]([NH:12][CH:13]3[CH2:18][CH2:17][O:16][CH2:15][CH2:14]3)=[C:6]2[CH:5]=[N:4]1)[CH3:2].[CH3:47][CH:48]1[CH2:53][NH:52][CH2:51][CH:50]([CH3:54])[NH:49]1.[BH-](OC(C)=O)(OC(C)=O)OC(C)=O.[Na+].